Regression. Given two drug SMILES strings and cell line genomic features, predict the synergy score measuring deviation from expected non-interaction effect. From a dataset of NCI-60 drug combinations with 297,098 pairs across 59 cell lines. (1) Drug 1: C1=CC(=CC=C1CCC2=CNC3=C2C(=O)NC(=N3)N)C(=O)NC(CCC(=O)O)C(=O)O. Cell line: COLO 205. Synergy scores: CSS=34.4, Synergy_ZIP=4.35, Synergy_Bliss=3.83, Synergy_Loewe=-8.23, Synergy_HSA=-1.10. Drug 2: CC1=C(C(=CC=C1)Cl)NC(=O)C2=CN=C(S2)NC3=CC(=NC(=N3)C)N4CCN(CC4)CCO. (2) Drug 1: CN(C)C1=NC(=NC(=N1)N(C)C)N(C)C. Drug 2: C1C(C(OC1N2C=NC(=NC2=O)N)CO)O. Cell line: ACHN. Synergy scores: CSS=2.17, Synergy_ZIP=-2.89, Synergy_Bliss=-1.06, Synergy_Loewe=-18.3, Synergy_HSA=-4.77. (3) Drug 1: CC1=C2C(C(=O)C3(C(CC4C(C3C(C(C2(C)C)(CC1OC(=O)C(C(C5=CC=CC=C5)NC(=O)OC(C)(C)C)O)O)OC(=O)C6=CC=CC=C6)(CO4)OC(=O)C)OC)C)OC. Drug 2: COC1=NC(=NC2=C1N=CN2C3C(C(C(O3)CO)O)O)N. Cell line: OVCAR3. Synergy scores: CSS=56.0, Synergy_ZIP=9.88, Synergy_Bliss=7.67, Synergy_Loewe=-36.0, Synergy_HSA=5.53. (4) Drug 1: CN1C(=O)N2C=NC(=C2N=N1)C(=O)N. Drug 2: CCC1(C2=C(COC1=O)C(=O)N3CC4=CC5=C(C=CC(=C5CN(C)C)O)N=C4C3=C2)O.Cl. Cell line: SK-MEL-28. Synergy scores: CSS=23.6, Synergy_ZIP=-6.84, Synergy_Bliss=-1.71, Synergy_Loewe=-69.2, Synergy_HSA=-0.739. (5) Cell line: CCRF-CEM. Drug 2: CC1=C(C(=CC=C1)Cl)NC(=O)C2=CN=C(S2)NC3=CC(=NC(=N3)C)N4CCN(CC4)CCO. Drug 1: C1=CC=C(C=C1)NC(=O)CCCCCCC(=O)NO. Synergy scores: CSS=1.46, Synergy_ZIP=-5.09, Synergy_Bliss=-11.8, Synergy_Loewe=-18.9, Synergy_HSA=-18.3.